The task is: Predict which catalyst facilitates the given reaction.. This data is from Catalyst prediction with 721,799 reactions and 888 catalyst types from USPTO. (1) The catalyst class is: 25. Reactant: [NH:1]1[CH:5]=[C:4]([CH2:6][CH2:7][CH2:8][CH2:9][CH2:10][CH:11]2[CH2:16][CH2:15][NH:14][CH2:13][CH2:12]2)[N:3]=[N:2]1.[CH3:17][C:18]1[N:19]=[N:20][N:21]([CH2:23][C:24]2[CH:29]=[C:28]([C:30]([F:33])([F:32])[F:31])[CH:27]=[CH:26][C:25]=2[CH2:34][CH2:35][C:36](O)=[O:37])[N:22]=1.C(N(CC)CC)C.C(P1(=O)OP(CCC)(=O)OP(CCC)(=O)O1)CC. Product: [NH:1]1[CH:5]=[C:4]([CH2:6][CH2:7][CH2:8][CH2:9][CH2:10][CH:11]2[CH2:16][CH2:15][N:14]([C:36](=[O:37])[CH2:35][CH2:34][C:25]3[CH:26]=[CH:27][C:28]([C:30]([F:31])([F:32])[F:33])=[CH:29][C:24]=3[CH2:23][N:21]3[N:20]=[N:19][C:18]([CH3:17])=[N:22]3)[CH2:13][CH2:12]2)[N:3]=[N:2]1. (2) Reactant: F[C:2](F)(F)S(OC[Si](C)(C)C)(=O)=O.CS[C:16]1[S:17][CH:18]=[CH:19][N:20]=1.[CH2:21]([O:23][C:24](=[O:27])[C:25]#[CH:26])[CH3:22].[F-].[Cs+]. Product: [CH2:21]([O:23][C:24]([C:25]1[CH:26]=[CH:2][N:20]2[CH:19]=[CH:18][S:17][C:16]=12)=[O:27])[CH3:22]. The catalyst class is: 23. (3) Reactant: [CH3:1][NH:2][CH3:3].O.C(O)C.Br[CH2:9][CH2:10][CH2:11][CH2:12][CH2:13][CH2:14][CH2:15][CH2:16][OH:17]. Product: [CH3:1][N:2]([CH3:3])[CH2:9][CH2:10][CH2:11][CH2:12][CH2:13][CH2:14][CH2:15][CH2:16][OH:17]. The catalyst class is: 13.